Regression. Given a peptide amino acid sequence and an MHC pseudo amino acid sequence, predict their binding affinity value. This is MHC class II binding data. From a dataset of Peptide-MHC class II binding affinity with 134,281 pairs from IEDB. (1) The binding affinity (normalized) is 0.272. The peptide sequence is NAQRFGISNYCQI. The MHC is HLA-DQA10301-DQB10302 with pseudo-sequence HLA-DQA10301-DQB10302. (2) The peptide sequence is RMQFSSLTVNVRGSG. The MHC is DRB1_1501 with pseudo-sequence DRB1_1501. The binding affinity (normalized) is 0.573. (3) The peptide sequence is SVKRSNGSAEVHRGA. The MHC is HLA-DPA10103-DPB10201 with pseudo-sequence HLA-DPA10103-DPB10201. The binding affinity (normalized) is 0.0142. (4) The peptide sequence is TPTSLLISWGHYPLH. The MHC is DRB1_0701 with pseudo-sequence DRB1_0701. The binding affinity (normalized) is 0.440. (5) The peptide sequence is TYDKGILTVSVAVSE. The MHC is DRB3_0202 with pseudo-sequence DRB3_0202. The binding affinity (normalized) is 0.390. (6) The peptide sequence is SYKFIPALEAAVKQA. The MHC is DRB1_0401 with pseudo-sequence DRB1_0401. The binding affinity (normalized) is 0.986. (7) The binding affinity (normalized) is 0.733. The MHC is DRB5_0101 with pseudo-sequence DRB5_0101. The peptide sequence is ITAHLKRLWKMLDPR.